Predict the reaction yield, written as a fraction of the theoretical maximum amount of product (1.0 means a 100% yield; for example, 0.34 means a 34% yield). From a dataset of Reaction yield outcomes from USPTO patents with 853,638 reactions. (1) The reactants are [CH:1]1([SH:6])[CH2:5][CH2:4][CH2:3][CH2:2]1.[OH-].[K+].Br[C:10]([CH3:17])([CH3:16])[C:11]([O:13][CH2:14][CH3:15])=[O:12]. The catalyst is C(O)C. The product is [CH2:14]([O:13][C:11](=[O:12])[C:10]([S:6][CH:1]1[CH2:5][CH2:4][CH2:3][CH2:2]1)([CH3:17])[CH3:16])[CH3:15]. The yield is 0.770. (2) The reactants are [H-].COCCO[Al+]OCCOC.[Na+].[H-].[CH2:15]([C:17]([C:28]1[CH:33]=[CH:32][C:31]([C:34]#[C:35][C:36]2([OH:43])[CH2:42][CH2:41][CH2:40][CH2:39][CH2:38][CH2:37]2)=[C:30]([CH3:44])[CH:29]=1)([C:20]1[CH:25]=[CH:24][C:23]([OH:26])=[C:22]([CH3:27])[CH:21]=1)[CH2:18][CH3:19])[CH3:16].C(OCC)(=O)C. The catalyst is O1CCCC1.[Cl-].[Na+].O. The product is [CH2:15]([C:17]([C:28]1[CH:33]=[CH:32][C:31](/[CH:34]=[CH:35]/[C:36]2([OH:43])[CH2:37][CH2:38][CH2:39][CH2:40][CH2:41][CH2:42]2)=[C:30]([CH3:44])[CH:29]=1)([C:20]1[CH:25]=[CH:24][C:23]([OH:26])=[C:22]([CH3:27])[CH:21]=1)[CH2:18][CH3:19])[CH3:16]. The yield is 1.00. (3) The reactants are FC(F)(S(O[C:17]1[C:26]2[C:21](=[CH:22][CH:23]=[CH:24][CH:25]=2)[C:20]([Br:27])=[CH:19][C:18]=1[C:28]#[N:29])(=O)=O)C(F)(F)C(F)(F)C(F)(F)F.[Cl:31][C:32]1[CH:37]=[CH:36][C:35](B(O)O)=[CH:34][CH:33]=1.[C:41]([O-])([O-])=O.[K+].[K+]. The catalyst is C1C=CC([PH+]([C]2[CH][CH][CH][CH]2)C2C=CC=CC=2)=CC=1.C1C=CC([PH+]([C]2[CH][CH][CH][CH]2)C2C=CC=CC=2)=CC=1.C(Cl)Cl.Cl[Pd]Cl.[Fe].CCO.C1(C)C=CC=CC=1. The product is [Br:27][C:20]1[C:21]2[C:26](=[CH:25][CH:24]=[CH:23][CH:22]=2)[C:17]([C:35]2[CH:36]=[CH:37][C:32]([Cl:31])=[CH:33][CH:34]=2)=[C:18]([C:28]#[N:29])[C:19]=1[CH3:41]. The yield is 0.280. (4) The reactants are FC(F)(F)C(O)=O.[NH2:8][CH:9]1[CH2:14][CH2:13][N:12]([CH2:15][CH2:16][N:17]2[C:26]3[C:21](=[CH:22][CH:23]=[C:24]([F:27])[CH:25]=3)[C:20](=[O:28])[N:19]([CH3:29])[C:18]2=[O:30])[CH2:11][CH2:10]1.C(N(CC)C(C)C)(C)C.[O:40]=[C:41]1[CH2:46][O:45][C:44]2[CH:47]=[CH:48][C:49]([CH:51]=O)=[N:50][C:43]=2[NH:42]1.C(O[BH-](OC(=O)C)OC(=O)C)(=O)C.[Na+]. The catalyst is ClCCl.O. The product is [F:27][C:24]1[CH:25]=[C:26]2[C:21]([C:20](=[O:28])[N:19]([CH3:29])[C:18](=[O:30])[N:17]2[CH2:16][CH2:15][N:12]2[CH2:11][CH2:10][CH:9]([NH:8][CH2:51][C:49]3[CH:48]=[CH:47][C:44]4[O:45][CH2:46][C:41](=[O:40])[NH:42][C:43]=4[N:50]=3)[CH2:14][CH2:13]2)=[CH:22][CH:23]=1. The yield is 0.210. (5) The reactants are F[C:2]1[CH:9]=[CH:8][C:7]([N+:10]([O-:12])=[O:11])=[CH:6][C:3]=1[C:4]#[N:5].[CH3:13][CH:14]([SH:16])[CH3:15].C(N(CC)CC)C.O. The catalyst is CN(C=O)C. The product is [CH:14]([S:16][C:2]1[CH:9]=[CH:8][C:7]([N+:10]([O-:12])=[O:11])=[CH:6][C:3]=1[C:4]#[N:5])([CH3:15])[CH3:13]. The yield is 0.860.